This data is from Reaction yield outcomes from USPTO patents with 853,638 reactions. The task is: Predict the reaction yield, written as a fraction of the theoretical maximum amount of product (1.0 means a 100% yield; for example, 0.34 means a 34% yield). (1) The reactants are CCN(C(C)C)C(C)C.Cl.[NH2:11][CH2:12][C:13]([N:15]1[CH2:20][CH2:19][N:18]([C:21](=[O:32])[C:22]2[CH:27]=[CH:26][CH:25]=[CH:24][C:23]=2[C:28]([F:31])([F:30])[F:29])[CH2:17][CH2:16]1)=[O:14].C1C=CC2N(O)N=NC=2C=1.CCN=C=NCCCN(C)C.[NH:54]1[C:62]2[C:57](=[CH:58][CH:59]=[CH:60][CH:61]=2)[C:56]([C:63](O)=[O:64])=[CH:55]1. The catalyst is CN(C=O)C.O. The product is [O:14]=[C:13]([N:15]1[CH2:16][CH2:17][N:18]([C:21](=[O:32])[C:22]2[CH:27]=[CH:26][CH:25]=[CH:24][C:23]=2[C:28]([F:31])([F:29])[F:30])[CH2:19][CH2:20]1)[CH2:12][NH:11][C:63]([C:56]1[C:57]2[C:62](=[CH:61][CH:60]=[CH:59][CH:58]=2)[NH:54][CH:55]=1)=[O:64]. The yield is 0.123. (2) The reactants are Br[C:2]1[N:6]([CH:7]([CH3:9])[CH3:8])[C:5]2[CH:10]([C:23]3[CH:28]=[CH:27][C:26]([Cl:29])=[CH:25][CH:24]=3)[N:11]([C:14]3[CH:19]=[C:18]([CH3:20])[C:17](=[O:21])[N:16]([CH3:22])[CH:15]=3)[C:12](=[O:13])[C:4]=2[N:3]=1.[CH3:30][C:31]1[C:35](B2OC(C)(C)C(C)(C)O2)=[C:34]([CH3:45])[O:33][N:32]=1.C([O-])([O-])=O.[K+].[K+]. The catalyst is O1CCOCC1.O.C1C=CC([P]([Pd]([P](C2C=CC=CC=2)(C2C=CC=CC=2)C2C=CC=CC=2)([P](C2C=CC=CC=2)(C2C=CC=CC=2)C2C=CC=CC=2)[P](C2C=CC=CC=2)(C2C=CC=CC=2)C2C=CC=CC=2)(C2C=CC=CC=2)C2C=CC=CC=2)=CC=1. The product is [Cl:29][C:26]1[CH:27]=[CH:28][C:23]([CH:10]2[C:5]3[N:6]([CH:7]([CH3:9])[CH3:8])[C:2]([C:35]4[C:31]([CH3:30])=[N:32][O:33][C:34]=4[CH3:45])=[N:3][C:4]=3[C:12](=[O:13])[N:11]2[C:14]2[CH:19]=[C:18]([CH3:20])[C:17](=[O:21])[N:16]([CH3:22])[CH:15]=2)=[CH:24][CH:25]=1. The yield is 0.460. (3) The reactants are [C:1]([C:4]1[S:8][C:7]([C:9]([OH:11])=O)=[CH:6][CH:5]=1)(=[O:3])[CH3:2].C(N1C=CN=C1)(N1C=CN=C1)=O.Cl.Cl.[NH2:26][C:27]1[C:35]([NH2:36])=[CH:34][CH:33]=[CH:32][C:28]=1[C:29]([NH2:31])=[O:30]. The catalyst is N1C=CC=CC=1.CN(C=O)C. The product is [NH2:26][C:27]1[C:28]([C:29](=[O:30])[NH2:31])=[CH:32][CH:33]=[CH:34][C:35]=1[NH:36][C:9]([C:7]1[S:8][C:4]([C:1](=[O:3])[CH3:2])=[CH:5][CH:6]=1)=[O:11]. The yield is 0.910. (4) The reactants are [Cl:1][C:2]1[CH:3]=[C:4]([F:11])[C:5]([C:8](O)=[O:9])=[N:6][CH:7]=1.ClC(OCC(C)C)=O.C(N(CC)CC)C.[BH4-].[Na+].Cl. The catalyst is O1CCCC1.O. The product is [Cl:1][C:2]1[CH:3]=[C:4]([F:11])[C:5]([CH2:8][OH:9])=[N:6][CH:7]=1. The yield is 0.530. (5) The reactants are [Cl:1][C:2]1[CH:37]=[CH:36][C:5]([C:6]([CH3:35])([CH3:34])[C@@H:7]([C:10]([NH:12][C@H:13]([C:18]([N:20]([C@@H:22]([CH:31]([CH3:33])[CH3:32])/[CH:23]=[C:24](\[CH3:30])/[C:25]([O:27]CC)=[O:26])[CH3:21])=[O:19])[C:14]([CH3:17])([CH3:16])[CH3:15])=[O:11])[NH:8][CH3:9])=[CH:4][CH:3]=1.[OH-].[Li+]. The catalyst is O.O1CCCC1. The product is [Cl:1][C:2]1[CH:3]=[CH:4][C:5]([C:6]([CH3:35])([CH3:34])[C@@H:7]([C:10]([NH:12][C@H:13]([C:18]([N:20]([C@@H:22]([CH:31]([CH3:32])[CH3:33])/[CH:23]=[C:24](/[C:25]([OH:27])=[O:26])\[CH3:30])[CH3:21])=[O:19])[C:14]([CH3:17])([CH3:16])[CH3:15])=[O:11])[NH:8][CH3:9])=[CH:36][CH:37]=1. The yield is 0.410. (6) The reactants are [CH3:1][N:2]1[C:7](=[O:8])[C:6]([NH:9][C:10]2[CH:19]=[C:13]3[CH2:14][N:15]([CH3:18])[CH2:16][CH2:17][N:12]3[N:11]=2)=[CH:5][C:4]([C:20]2[CH:25]=[CH:24][N:23]=[C:22]([N:26]3[C:38](=[O:39])[C:37]4[N:29]([C:30]5[C@@H:31]6[CH2:40][C@H:34]([C:35]=5[CH:36]=4)[CH2:33][CH2:32]6)[CH2:28][CH2:27]3)[C:21]=2[CH:41]=[O:42])=[CH:3]1.[BH4-].[Na+]. The catalyst is CO. The product is [OH:42][CH2:41][C:21]1[C:22]([N:26]2[CH2:27][CH2:28][N:29]3[C:30]4[CH:31]5[CH2:40][CH:34]([C:35]=4[CH:36]=[C:37]3[C:38]2=[O:39])[CH2:33][CH2:32]5)=[N:23][CH:24]=[CH:25][C:20]=1[C:4]1[CH:5]=[C:6]([NH:9][C:10]2[CH:19]=[C:13]3[CH2:14][N:15]([CH3:18])[CH2:16][CH2:17][N:12]3[N:11]=2)[C:7](=[O:8])[N:2]([CH3:1])[CH:3]=1. The yield is 0.830.